Dataset: Hepatocyte clearance measurements from AstraZeneca. Task: Regression/Classification. Given a drug SMILES string, predict its absorption, distribution, metabolism, or excretion properties. Task type varies by dataset: regression for continuous measurements (e.g., permeability, clearance, half-life) or binary classification for categorical outcomes (e.g., BBB penetration, CYP inhibition). For this dataset (clearance_hepatocyte_az), we predict log10(clearance) (log10 of the in vitro intrinsic clearance, CLint, in uL/min per 10^6 hepatocytes; values are censored to the assay range of 3 to 150, which is 0.477 to 2.18 on this log10 scale). (1) The molecule is C[C@@](C(=O)O[C@H]1C[N+]2(Cc3nc(-c4ccccc4)no3)CCC1CC2)(c1ccccc1)N1CCCCC1. The log10(clearance) is 1.74. (2) The compound is Cc1nn(-c2ccc(F)cc2)c(NS(=O)(=O)c2ccc(C#N)cc2)c1C(=O)N[C@@H](C)C(C)(C)C. The log10(clearance) is 0.780.